Regression/Classification. Given a drug SMILES string, predict its absorption, distribution, metabolism, or excretion properties. Task type varies by dataset: regression for continuous measurements (e.g., permeability, clearance, half-life) or binary classification for categorical outcomes (e.g., BBB penetration, CYP inhibition). Dataset: cyp2d6_veith. From a dataset of CYP2D6 inhibition data for predicting drug metabolism from PubChem BioAssay. (1) The result is 0 (non-inhibitor). The drug is COC(=O)c1[nH]c(C)c(/C(O)=C2\C(=O)C(=O)N(CCN(C)C)C2c2cccs2)c1C. (2) The molecule is CCc1ccccc1NC(=S)NCc1ccc2c(c1)OCO2. The result is 1 (inhibitor). (3) The result is 0 (non-inhibitor). The drug is CCCC[C@@H]1CN2[C@@H](CC[C@H](C)[C@H]2c2ccc(Br)cc2)C(=O)O1. (4) The result is 0 (non-inhibitor). The molecule is CC1(C)S[C@@H]2[C@H](NC(=O)Cc3ccccc3)C(=O)N2[C@H]1C(=O)[O-].[Na+].